From a dataset of Peptide-MHC class I binding affinity with 185,985 pairs from IEDB/IMGT. Regression. Given a peptide amino acid sequence and an MHC pseudo amino acid sequence, predict their binding affinity value. This is MHC class I binding data. The binding affinity (normalized) is 0. The MHC is Patr-A0701 with pseudo-sequence Patr-A0701. The peptide sequence is FPNIHLHQDI.